This data is from Full USPTO retrosynthesis dataset with 1.9M reactions from patents (1976-2016). The task is: Predict the reactants needed to synthesize the given product. (1) Given the product [Cl:1][C:2]1[CH:7]=[N+:6]([O-:11])[CH:5]=[C:4]([O:8][CH3:9])[N:3]=1, predict the reactants needed to synthesize it. The reactants are: [Cl:1][C:2]1[CH:7]=[N:6][CH:5]=[C:4]([O:8][CH3:9])[N:3]=1.C(N)(N)=[O:11].OO.FC(F)(F)C(OC(=O)C(F)(F)F)=O.O. (2) Given the product [NH2:6][C:7]1[N:12]=[CH:11][N:10]=[C:9]([NH:13][C@H:14]([C:16]2[N:20]([CH:21]3[CH2:23][CH2:22]3)[C:19]3[C:24]([C:28]([NH:30][CH3:31])=[O:29])=[CH:25][CH:26]=[CH:27][C:18]=3[N:17]=2)[CH3:15])[C:8]=1[S:2]([CH3:1])(=[O:4])=[O:3], predict the reactants needed to synthesize it. The reactants are: [CH3:1][S:2]([O-:4])=[O:3].[Na+].[NH2:6][C:7]1[N:12]=[CH:11][N:10]=[C:9]([NH:13][C@H:14]([C:16]2[N:20]([CH:21]3[CH2:23][CH2:22]3)[C:19]3[C:24]([C:28]([NH:30][CH3:31])=[O:29])=[CH:25][CH:26]=[CH:27][C:18]=3[N:17]=2)[CH3:15])[C:8]=1I.CNCCNC.CS(C)=O. (3) Given the product [F:28][C:25]1[CH:26]=[C:27]2[C:22]([C:21]([NH2:29])=[N:20][C:19]2([C:15]2[CH:16]=[CH:17][CH:18]=[C:13]([C:5]3[CH:6]=[N:7][CH:8]=[C:3]([O:2][CH3:1])[CH:4]=3)[CH:14]=2)[C:30]2[CH:35]=[CH:34][N:33]=[CH:32][CH:31]=2)=[CH:23][CH:24]=1, predict the reactants needed to synthesize it. The reactants are: [CH3:1][O:2][C:3]1[CH:4]=[C:5](B(O)O)[CH:6]=[N:7][CH:8]=1.Br[C:13]1[CH:14]=[C:15]([C:19]2([C:30]3[CH:35]=[CH:34][N:33]=[CH:32][CH:31]=3)[C:27]3[C:22](=[CH:23][CH:24]=[C:25]([F:28])[CH:26]=3)[C:21]([NH2:29])=[N:20]2)[CH:16]=[CH:17][CH:18]=1. (4) Given the product [CH2:23]([N:25]1[CH:29]=[C:28]([C:2]2[CH:3]=[N:4][C:5]3[C:10]([CH:11]=2)=[CH:9][C:8]([S:12][C:13]2[N:17]4[N:18]=[C:19]([CH3:22])[CH:20]=[CH:21][C:16]4=[N:15][N:14]=2)=[CH:7][CH:6]=3)[CH:27]=[N:26]1)[CH3:24], predict the reactants needed to synthesize it. The reactants are: Br[C:2]1[CH:3]=[N:4][C:5]2[C:10]([CH:11]=1)=[CH:9][C:8]([S:12][C:13]1[N:17]3[N:18]=[C:19]([CH3:22])[CH:20]=[CH:21][C:16]3=[N:15][N:14]=1)=[CH:7][CH:6]=2.[CH2:23]([N:25]1[CH:29]=[C:28](B2OC(C)(C)C(C)(C)O2)[CH:27]=[N:26]1)[CH3:24].C([O-])([O-])=O.[K+].[K+].O1CCOCC1.